Predict the reaction yield, written as a fraction of the theoretical maximum amount of product (1.0 means a 100% yield; for example, 0.34 means a 34% yield). From a dataset of Reaction yield outcomes from USPTO patents with 853,638 reactions. (1) The reactants are [N+:1]([C:4]1[CH:21]=[CH:20][C:7]([O:8][CH2:9][CH2:10][CH2:11][NH:12][C:13](=[O:19])[O:14][C:15]([CH3:18])([CH3:17])[CH3:16])=[CH:6][CH:5]=1)([O-])=O. The catalyst is CO.[Pd]. The product is [C:15]([O:14][C:13](=[O:19])[NH:12][CH2:11][CH2:10][CH2:9][O:8][C:7]1[CH:6]=[CH:5][C:4]([NH2:1])=[CH:21][CH:20]=1)([CH3:18])([CH3:16])[CH3:17]. The yield is 0.730. (2) The reactants are [H-].[Al+3].[Li+].[H-].[H-].[H-].[N:7]([CH:10]([C:12]1[S:13][C:14]([CH3:17])=[CH:15][CH:16]=1)[CH3:11])=[N+]=[N-].CCOC(C)=O.O. The catalyst is C1COCC1. The product is [NH2:7][CH:10]([C:12]1[S:13][C:14]([CH3:17])=[CH:15][CH:16]=1)[CH3:11]. The yield is 0.950. (3) The reactants are [H-].[Na+].[Cl:3][C:4]1[C:12]2[NH:11][C:10]3[CH2:13][CH2:14][N:15]([C:18]([O:20][C:21]([CH3:24])([CH3:23])[CH3:22])=[O:19])[CH2:16][CH2:17][C:9]=3[C:8]=2[CH:7]=[C:6]([Cl:25])[CH:5]=1.Br[CH2:27][CH2:28][O:29][C:30]1[CH:35]=[CH:34][CH:33]=[CH:32][CH:31]=1. The catalyst is CN(C=O)C. The product is [Cl:3][C:4]1[C:12]2[N:11]([CH2:27][CH2:28][O:29][C:30]3[CH:35]=[CH:34][CH:33]=[CH:32][CH:31]=3)[C:10]3[CH2:13][CH2:14][N:15]([C:18]([O:20][C:21]([CH3:22])([CH3:24])[CH3:23])=[O:19])[CH2:16][CH2:17][C:9]=3[C:8]=2[CH:7]=[C:6]([Cl:25])[CH:5]=1. The yield is 0.770. (4) The reactants are [CH3:1][O:2][C:3](=[O:26])[C:4]1[CH:9]=[CH:8][C:7]([N+:10]([O-])=O)=[CH:6][C:5]=1[NH:13][C:14](=[O:25])[C:15]1[CH:20]=[CH:19][C:18]([C:21]([CH3:24])([CH3:23])[CH3:22])=[CH:17][CH:16]=1. The catalyst is C(OCC)(=O)C.[Pd]. The product is [CH3:1][O:2][C:3](=[O:26])[C:4]1[CH:9]=[CH:8][C:7]([NH2:10])=[CH:6][C:5]=1[NH:13][C:14](=[O:25])[C:15]1[CH:16]=[CH:17][C:18]([C:21]([CH3:22])([CH3:23])[CH3:24])=[CH:19][CH:20]=1. The yield is 0.760.